From a dataset of Catalyst prediction with 721,799 reactions and 888 catalyst types from USPTO. Predict which catalyst facilitates the given reaction. (1) Reactant: [CH3:1][N:2]([C:4](=[O:36])[C:5]([NH:7][C:8]12[CH2:16][CH2:15][CH:12]([CH2:13][CH2:14]1)[CH2:11][N:10]1[C:17](=[O:35])[C:18]([O:26]C(C3C=CC=CC=3)=O)=[C:19]([C:21]([O:23]CC)=O)[N:20]=[C:9]21)=[O:6])[CH3:3].CNC.Cl.[CH:41]1([C:44]2[CH:45]=[C:46]([CH2:51][NH2:52])[CH:47]=[CH:48][C:49]=2[F:50])[CH2:43][CH2:42]1.C(N(CC)CC)C. Product: [CH:41]1([C:44]2[CH:45]=[C:46]([CH:47]=[CH:48][C:49]=2[F:50])[CH2:51][NH:52][C:21]([C:19]2[N:20]=[C:9]3[C:8]4([NH:7][C:5](=[O:6])[C:4]([N:2]([CH3:1])[CH3:3])=[O:36])[CH2:14][CH2:13][CH:12]([CH2:15][CH2:16]4)[CH2:11][N:10]3[C:17](=[O:35])[C:18]=2[OH:26])=[O:23])[CH2:42][CH2:43]1. The catalyst class is: 8. (2) Reactant: [C:1]([OH:20])(=[O:19])[CH2:2][CH2:3][CH2:4][CH2:5][CH2:6][CH2:7][CH2:8]CCCCCCCCCC.O[N:22]1[C:26](=[O:27])[CH2:25][CH2:24][C:23]1=[O:28].C1(N=C=NC2CCCCC2)CCCCC1. Product: [C:1]([O:20][N:22]1[C:26](=[O:27])[CH2:25][CH2:24][C:23]1=[O:28])(=[O:19])[CH2:2][CH2:3][CH2:4][CH2:5][CH2:6][CH2:7][CH3:8]. The catalyst class is: 7. (3) Reactant: [Cl:1][C:2]1[C:10]2[N:9]=[C:8]3[N:11]([C:15]4[CH:20]=[CH:19][C:18]([Cl:21])=[CH:17][C:16]=4[Cl:22])[CH2:12][CH2:13][CH2:14][N:7]3[C:6]=2[C:5]([CH:23](O)[C:24]([F:27])([F:26])[F:25])=[CH:4][CH:3]=1.[N-:29]=[N+:30]=[N-:31].[Na+].O. Product: [N:29]([CH:23]([C:5]1[C:6]2[N:7]3[CH2:14][CH2:13][CH2:12][N:11]([C:15]4[CH:20]=[CH:19][C:18]([Cl:21])=[CH:17][C:16]=4[Cl:22])[C:8]3=[N:9][C:10]=2[C:2]([Cl:1])=[CH:3][CH:4]=1)[C:24]([F:27])([F:26])[F:25])=[N+:30]=[N-:31]. The catalyst class is: 16. (4) Reactant: [F:1][C:2]1[C:7]([C:8]2[N:9]=[C:10]([CH2:22][N:23](C)[C:24](=O)OC(C)(C)C)[S:11][C:12]=2[S:13]([C:16]2[CH:21]=[CH:20][CH:19]=[CH:18][CH:17]=2)(=[O:15])=[O:14])=[CH:6][CH:5]=[CH:4][N:3]=1.C(OCC)(=O)C.[ClH:38]. Product: [ClH:38].[F:1][C:2]1[C:7]([C:8]2[N:9]=[C:10]([CH2:22][NH:23][CH3:24])[S:11][C:12]=2[S:13]([C:16]2[CH:21]=[CH:20][CH:19]=[CH:18][CH:17]=2)(=[O:15])=[O:14])=[CH:6][CH:5]=[CH:4][N:3]=1. The catalyst class is: 8. (5) The catalyst class is: 86. Product: [F:1][C:2]1[CH:7]=[C:6]([N:8]2[CH2:12][C@H:11]([CH2:13][N:14]3[CH:18]=[CH:17][N:16]=[N:15]3)[O:10][C:9]2=[O:19])[CH:5]=[CH:4][C:3]=1[C:20]1[CH:21]=[CH:22][C:23]([C:26]2[CH2:30][C@@H:29]([CH2:31][N:32]([CH3:41])[CH2:33][C:34]([OH:36])=[O:35])[O:28][N:27]=2)=[N:24][CH:25]=1. Reactant: [F:1][C:2]1[CH:7]=[C:6]([N:8]2[CH2:12][C@H:11]([CH2:13][N:14]3[CH:18]=[CH:17][N:16]=[N:15]3)[O:10][C:9]2=[O:19])[CH:5]=[CH:4][C:3]=1[C:20]1[CH:21]=[CH:22][C:23]([C:26]2[CH2:30][C@@H:29]([CH2:31][N:32]([CH3:41])[CH2:33][C:34]([O:36]C(C)(C)C)=[O:35])[O:28][N:27]=2)=[N:24][CH:25]=1.C(O)(C)C.Cl. (6) Reactant: [NH:1]1[C:11]2[C:6](=[CH:7][CH:8]=[CH:9][CH:10]=2)[C:4](=[O:5])[C:2]1=[O:3].C([O-])([O-])=O.[K+].[K+].Cl[CH2:19][C:20]([NH2:22])=[O:21]. Product: [O:3]=[C:2]1[C:4](=[O:5])[C:6]2[C:11](=[CH:10][CH:9]=[CH:8][CH:7]=2)[N:1]1[CH2:19][C:20]([NH2:22])=[O:21]. The catalyst class is: 3. (7) Reactant: [C:1]([C:5]1[S:6][C:7]2[CH2:17][CH2:16][C:11]3[N:12]=[C:13]([NH2:15])[S:14][C:10]=3[C:8]=2[N:9]=1)([CH3:4])([CH3:3])[CH3:2].[CH:18]1[N:22]=[CH:21][N:20]([C:23](N2C=NC=C2)=[O:24])[CH:19]=1. Product: [C:1]([C:5]1[S:6][C:7]2[CH2:17][CH2:16][C:11]3[N:12]=[C:13]([NH:15][C:23]([N:20]4[CH:19]=[CH:18][N:22]=[CH:21]4)=[O:24])[S:14][C:10]=3[C:8]=2[N:9]=1)([CH3:4])([CH3:2])[CH3:3]. The catalyst class is: 2.